This data is from Full USPTO retrosynthesis dataset with 1.9M reactions from patents (1976-2016). The task is: Predict the reactants needed to synthesize the given product. (1) Given the product [CH3:18][C:19]1[CH:24]=[CH:23][C:22]([CH3:25])=[CH:21][C:20]=1[S:26][CH2:13][CH2:14][C:15]([OH:17])=[O:16], predict the reactants needed to synthesize it. The reactants are: CC1C=CC(C)=CC=1SCCC[CH2:13][CH2:14][C:15]([OH:17])=[O:16].[CH3:18][C:19]1[CH:24]=[CH:23][C:22]([CH3:25])=[CH:21][C:20]=1[SH:26].BrCCC(OCC)=O.[OH-].[K+]. (2) Given the product [CH:12]([C:5]1[CH:4]=[C:3]([C:2]([F:15])([F:14])[F:1])[N:8]=[C:7]([C:9]([OH:11])=[O:10])[CH:6]=1)=[O:17], predict the reactants needed to synthesize it. The reactants are: [F:1][C:2]([F:15])([F:14])[C:3]1[N:8]=[C:7]([C:9]([OH:11])=[O:10])[CH:6]=[C:5]([CH:12]=C)[CH:4]=1.I([O-])(=O)(=O)=[O:17].[Na+].S([O-])([O-])(=O)=S.[Na+].[Na+].Cl. (3) Given the product [F:1][C:2]1[CH:3]=[CH:4][C:5]([C:8]2[C:12]([I:23])=[C:11]([CH2:13][CH2:14][OH:15])[NH:10][N:9]=2)=[CH:6][CH:7]=1, predict the reactants needed to synthesize it. The reactants are: [F:1][C:2]1[CH:7]=[CH:6][C:5]([C:8]2[CH:12]=[C:11]([CH2:13][CH2:14][OH:15])[NH:10][N:9]=2)=[CH:4][CH:3]=1.C1C(=O)N([I:23])C(=O)C1. (4) Given the product [ClH:1].[CH2:12]1[C:11]2[C:16](=[C:7]([O:6][CH:4]3[CH2:5][NH:2][CH2:3]3)[CH:8]=[CH:9][CH:10]=2)[CH2:14][CH2:13]1, predict the reactants needed to synthesize it. The reactants are: [ClH:1].[NH:2]1[CH2:5][CH:4]([O:6][C:7]2[CH:8]=[CH:9][CH:10]=[C:11]3[C:16]=2N[CH2:14][CH2:13][CH2:12]3)[CH2:3]1.N1CC(OC2C=CC=C3C=2N(C(C2C=CC=CC=2)C2C=CC=CC=2)CC=C3)C1. (5) Given the product [Br:1][C:2]1[C:13]([CH3:14])=[CH:12][C:5]([O:6][C@@H:7]2[CH2:10][C@H:9]([OH:11])[CH2:8]2)=[CH:4][C:3]=1[CH3:15], predict the reactants needed to synthesize it. The reactants are: [Br:1][C:2]1[C:13]([CH3:14])=[CH:12][C:5]([O:6][CH:7]2[CH2:10][C:9](=[O:11])[CH2:8]2)=[CH:4][C:3]=1[CH3:15].[BH4-].[Na+].Cl. (6) Given the product [CH2:1]([O:8][C:9]([C:11]1[N:12]([CH:49]([CH3:51])[CH3:50])[C:13]([CH:30]=[CH:31][C:32](=[O:48])[CH2:33][C@@H:34]([OH:40])[CH2:35][C:36]([O:38][CH3:39])=[O:37])=[C:14]([C:23]2[CH:28]=[CH:27][C:26]([F:29])=[CH:25][CH:24]=2)[C:15]=1[C:16]1[CH:17]=[CH:18][C:19]([F:22])=[CH:20][CH:21]=1)=[O:10])[C:2]1[CH:7]=[CH:6][CH:5]=[CH:4][CH:3]=1, predict the reactants needed to synthesize it. The reactants are: [CH2:1]([O:8][C:9]([C:11]1[N:12]([CH:49]([CH3:51])[CH3:50])[C:13]([CH:30]=[CH:31][C:32](=[O:48])[CH2:33][C@@H:34]([O:40][Si](C(C)(C)C)(C)C)[CH2:35][C:36]([O:38][CH3:39])=[O:37])=[C:14]([C:23]2[CH:28]=[CH:27][C:26]([F:29])=[CH:25][CH:24]=2)[C:15]=1[C:16]1[CH:21]=[CH:20][C:19]([F:22])=[CH:18][CH:17]=1)=[O:10])[C:2]1[CH:7]=[CH:6][CH:5]=[CH:4][CH:3]=1.F. (7) Given the product [CH3:17][O:18][CH2:19][O:1][C:2]1[CH:3]=[C:4]([CH2:8][C:9]([O:11][CH2:12][CH3:13])=[O:10])[CH:5]=[CH:6][CH:7]=1, predict the reactants needed to synthesize it. The reactants are: [OH:1][C:2]1[CH:3]=[C:4]([CH2:8][C:9]([O:11][CH2:12][CH3:13])=[O:10])[CH:5]=[CH:6][CH:7]=1.[H-].[Na+].Cl[CH2:17][O:18][CH3:19].O. (8) The reactants are: C([N:8]1[C@@H:13]2[CH2:14][CH2:15][C@@:9]1([C:36]1[CH:41]=[CH:40][CH:39]=[CH:38][CH:37]=1)[C@H:10]([O:16][C@H:17]([C:32]([O:34][CH3:35])=[O:33])[C:18]1[CH:23]=[C:22]([C:24]([F:27])([F:26])[F:25])[CH:21]=[C:20]([C:28]([F:31])([F:30])[F:29])[CH:19]=1)[CH2:11][CH2:12]2)C1C=CC=CC=1. Given the product [F:31][C:28]([F:29])([F:30])[C:20]1[CH:19]=[C:18]([C@@H:17]([C:32]([O:34][CH3:35])=[O:33])[O:16][C@@H:10]2[CH2:11][CH2:12][C@@H:13]3[NH:8][C@@:9]2([C:36]2[CH:37]=[CH:38][CH:39]=[CH:40][CH:41]=2)[CH2:15][CH2:14]3)[CH:23]=[C:22]([C:24]([F:25])([F:26])[F:27])[CH:21]=1, predict the reactants needed to synthesize it.